From a dataset of Full USPTO retrosynthesis dataset with 1.9M reactions from patents (1976-2016). Predict the reactants needed to synthesize the given product. Given the product [Br:1][C:2]1[C:6]2[S:7][C:8]([C:27]([OH:29])=[O:28])=[C:9]([CH:10]([CH2:20][CH2:21][CH2:22][CH2:23][CH2:24][CH2:25][CH3:26])[CH2:11][CH2:12][CH2:13][CH2:14][CH2:15][CH2:16][CH2:17][CH2:18][CH3:19])[C:5]=2[S:4][CH:3]=1, predict the reactants needed to synthesize it. The reactants are: [Br:1][C:2]1[C:6]2[S:7][C:8]([C:27]([O:29]CC)=[O:28])=[C:9]([CH:10]([CH2:20][CH2:21][CH2:22][CH2:23][CH2:24][CH2:25][CH3:26])[CH2:11][CH2:12][CH2:13][CH2:14][CH2:15][CH2:16][CH2:17][CH2:18][CH3:19])[C:5]=2[S:4][CH:3]=1.[OH-].[Na+].